This data is from Reaction yield outcomes from USPTO patents with 853,638 reactions. The task is: Predict the reaction yield, written as a fraction of the theoretical maximum amount of product (1.0 means a 100% yield; for example, 0.34 means a 34% yield). The reactants are [Cl:1][C:2]([Cl:9])([Cl:8])[CH2:3][O:4][C:5](Cl)=[O:6].F[C:11](F)(F)[C:12]1([C:15]2[CH:16]=[C:17]([NH2:27])[N:18]([C:20]3[CH:25]=[CH:24][C:23]([CH3:26])=C[CH:21]=3)[N:19]=2)[CH2:14][CH2:13]1.[N:30]1C=CC=CC=1.C(=O)(O)[O-].[Na+]. The catalyst is C1COCC1.ClCCl. The product is [Cl:1][C:2]([Cl:9])([Cl:8])[CH2:3][O:4][C:5](=[O:6])[NH:27][C:17]1[N:18]([C:20]2[CH:21]=[N:30][C:23]([CH3:26])=[CH:24][CH:25]=2)[N:19]=[C:15]([C:12]2([CH3:11])[CH2:13][CH2:14]2)[CH:16]=1. The yield is 0.660.